This data is from Forward reaction prediction with 1.9M reactions from USPTO patents (1976-2016). The task is: Predict the product of the given reaction. (1) Given the reactants Cl.Cl.[NH2:3][CH:4]1[CH2:13][C:12]2[C:7](=[CH:8][N:9]=[CH:10][CH:11]=2)[NH:6][C:5]1=[O:14].C(OC([NH:22][C@H:23]([CH2:28][C:29]1[CH:34]=[CH:33][C:32]([F:35])=[CH:31][CH:30]=1)[CH2:24][C:25](O)=[O:26])=O)(C)(C)C.C(N(CC)CC)C.C1C=CC2N(O)N=NC=2C=1.CCN=C=NCCCN(C)C.Cl, predict the reaction product. The product is: [NH2:22][C@H:23]([CH2:28][C:29]1[CH:30]=[CH:31][C:32]([F:35])=[CH:33][CH:34]=1)[CH2:24][C:25]([NH:3][CH:4]1[CH2:13][C:12]2[C:7](=[CH:8][N:9]=[CH:10][CH:11]=2)[NH:6][C:5]1=[O:14])=[O:26]. (2) Given the reactants [CH2:1]([O:5][C:6]1[N:14]=[C:13]2[C:9]([N:10]=[CH:11][N:12]2[CH2:15][CH:16]2[CH2:21][CH2:20][CH2:19][N:18]([C:22]([O:24][C:25]([CH3:28])([CH3:27])[CH3:26])=[O:23])[CH2:17]2)=[C:8]([NH2:29])[N:7]=1)[CH2:2][CH2:3][CH3:4].C([O-])(=O)C.[Na+].[Br:35]Br.O, predict the reaction product. The product is: [Br:35][C:11]1[N:12]([CH2:15][CH:16]2[CH2:21][CH2:20][CH2:19][N:18]([C:22]([O:24][C:25]([CH3:28])([CH3:27])[CH3:26])=[O:23])[CH2:17]2)[C:13]2[C:9]([N:10]=1)=[C:8]([NH2:29])[N:7]=[C:6]([O:5][CH2:1][CH2:2][CH2:3][CH3:4])[N:14]=2. (3) Given the reactants [Br:1]N1C(=O)CCC1=O.[N:9]1[CH:14]=[CH:13][N:12]=[CH:11][C:10]=1[N:15]1[CH2:20][CH2:19][O:18][CH2:17][CH2:16]1, predict the reaction product. The product is: [Br:1][C:13]1[N:12]=[CH:11][C:10]([N:15]2[CH2:16][CH2:17][O:18][CH2:19][CH2:20]2)=[N:9][CH:14]=1. (4) Given the reactants [S:1]1[C:5]2[CH:6]=[CH:7][CH:8]=[CH:9][C:4]=2[N:3]=[C:2]1[C:10]1[C:11]([NH2:16])=[N:12][CH:13]=[CH:14][CH:15]=1.C1C(=O)N([Br:24])C(=O)C1, predict the reaction product. The product is: [S:1]1[C:5]2[CH:6]=[CH:7][CH:8]=[CH:9][C:4]=2[N:3]=[C:2]1[C:10]1[C:11]([NH2:16])=[N:12][CH:13]=[C:14]([Br:24])[CH:15]=1. (5) The product is: [C:1]1([C:29]2[CH:34]=[CH:33][CH:32]=[CH:31][CH:30]=2)[CH:2]=[CH:3][C:4]([NH:7][C:8](=[O:9])[C:10]2[CH:15]=[CH:14][C:13]([C:16]([N:38]([CH3:39])[CH3:37])=[O:17])=[C:12]([NH:19][C:20](=[O:28])[CH2:21][N:22]3[CH2:27][CH2:26][O:25][CH2:24][CH2:23]3)[CH:11]=2)=[CH:5][CH:6]=1. Given the reactants [C:1]1([C:29]2[CH:34]=[CH:33][CH:32]=[CH:31][CH:30]=2)[CH:6]=[CH:5][C:4]([N:7]=[C:8]([C:10]2[CH:15]=[CH:14][C:13]([C:16](O)=[O:17])=[C:12](/[N:19]=[C:20](\[O-:28])/[CH2:21][N:22]3[CH2:27][CH2:26][O:25][CH2:24][CH2:23]3)[CH:11]=2)[O-:9])=[CH:3][CH:2]=1.[Li+].[Li+].[CH3:37][NH:38][CH3:39].C1COCC1.F[P-](F)(F)(F)(F)F.N1(O[P+](N2CCCC2)(N2CCCC2)N2CCCC2)C2C=CC=CC=2N=N1.C(N(C(C)C)CC)(C)C, predict the reaction product. (6) Given the reactants N[C:2]1[CH:7]=[C:6]([C:8]([CH3:11])([CH3:10])[CH3:9])[CH:5]=[CH:4][N:3]=1.[BrH:12].BrBr.N([O-])=O.[Na+].[OH-].[Na+], predict the reaction product. The product is: [Br:12][C:2]1[CH:7]=[C:6]([C:8]([CH3:11])([CH3:10])[CH3:9])[CH:5]=[CH:4][N:3]=1. (7) Given the reactants Br[C:2]1[N:7]=[C:6]([N:8]2[CH2:14][CH2:13][CH2:12][CH:11]([NH:15][CH2:16][CH2:17][CH2:18][OH:19])[CH2:10][CH2:9]2)[CH:5]=[CH:4][CH:3]=1.CC1(C)C(C)(C)OB([C:28]2[CH:37]=[CH:36][C:35]3[C:34]([CH3:39])([CH3:38])[CH2:33][CH2:32][C:31]([CH3:41])([CH3:40])[C:30]=3[CH:29]=2)O1, predict the reaction product. The product is: [CH3:38][C:34]1([CH3:39])[CH2:33][CH2:32][C:31]([CH3:41])([CH3:40])[C:30]2[CH:29]=[C:28]([C:2]3[N:7]=[C:6]([N:8]4[CH2:14][CH2:13][CH2:12][CH:11]([NH:15][CH2:16][CH2:17][CH2:18][OH:19])[CH2:10][CH2:9]4)[CH:5]=[CH:4][CH:3]=3)[CH:37]=[CH:36][C:35]1=2.